From a dataset of Forward reaction prediction with 1.9M reactions from USPTO patents (1976-2016). Predict the product of the given reaction. (1) Given the reactants [O:1]=[C:2]1[C:7]2[CH:8]=[CH:9][S:10][C:6]=2[C:5]([C:11]#[N:12])=[CH:4][NH:3]1.C(O)(=O)C.[I:17]N1C(=O)CCC1=O.C(=O)(O)[O-].[Na+], predict the reaction product. The product is: [I:17][C:9]1[S:10][C:6]2[C:5]([C:11]#[N:12])=[CH:4][NH:3][C:2](=[O:1])[C:7]=2[CH:8]=1. (2) Given the reactants [CH2:1]([N:5]([CH2:11][CH:12]([CH3:14])[CH3:13])[C:6](=[O:10])[O:7][CH2:8]Cl)[CH:2]([CH3:4])[CH3:3].[OH:15][C@@H:16]([C@H:18]1[C:38](=[O:39])[N:20]2[C:21]([C:35]([O-:37])=[O:36])=[C:22]([S:25]/[CH:26]=[CH:27]\[C:28]3[S:32][CH:31]=[N:30][C:29]=3[CH2:33][OH:34])[C@H:23]([CH3:24])[C@H:19]12)[CH3:17].[Na+], predict the reaction product. The product is: [OH:15][C@@H:16]([C@H:18]1[C:38](=[O:39])[N:20]2[C:21]([C:35]([O:37][CH2:8][O:7][C:6]([N:5]([CH2:11][CH:12]([CH3:14])[CH3:13])[CH2:1][CH:2]([CH3:4])[CH3:3])=[O:10])=[O:36])=[C:22]([S:25]/[CH:26]=[CH:27]\[C:28]3[S:32][CH:31]=[N:30][C:29]=3[CH2:33][OH:34])[C@H:23]([CH3:24])[C@H:19]12)[CH3:17]. (3) Given the reactants ClC1C=C(CC2C=C3C(=C4C=CC=CC=24)N=CN([C@H]2CC[O:26][CH2:25][C@@H]2O)C3=O)C=CN=1.Cl[C:32]1[CH:37]=[C:36]([CH2:38][OH:39])[CH:35]=[CH:34][N:33]=1, predict the reaction product. The product is: [CH3:25][O:26][C:32]1[CH:37]=[C:36]([CH2:38][OH:39])[CH:35]=[CH:34][N:33]=1. (4) Given the reactants C([O:5][C:6]([CH:8]1[CH2:12][CH2:11][CH2:10][N:9]1[C:13](=[O:27])[CH:14]([NH:16][C:17](=[O:26])[C:18]1[CH:23]=[CH:22][C:21]([NH2:24])=[C:20]([Cl:25])[CH:19]=1)[CH3:15])=[O:7])(C)(C)C.C(O)(C(F)(F)F)=O.C(Cl)Cl, predict the reaction product. The product is: [NH2:24][C:21]1[CH:22]=[CH:23][C:18]([C:17]([NH:16][CH:14]([CH3:15])[C:13]([N:9]2[CH2:10][CH2:11][CH2:12][CH:8]2[C:6]([OH:7])=[O:5])=[O:27])=[O:26])=[CH:19][C:20]=1[Cl:25]. (5) Given the reactants [OH-].[Na+].[Cl:3][C:4]1[CH:25]=[CH:24][CH:23]=[CH:22][C:5]=1[CH2:6][N:7]1[C:11]2[CH:12]=[C:13]([C:16]([O:18]CC)=[O:17])[CH:14]=[CH:15][C:10]=2[N:9]=[C:8]1[CH3:21].Cl, predict the reaction product. The product is: [C:16]([C:13]1[CH:14]=[CH:15][C:10]2[N:9]=[C:8]([CH3:21])[N:7]([CH2:6][C:5]3[CH:22]=[CH:23][CH:24]=[CH:25][C:4]=3[Cl:3])[C:11]=2[CH:12]=1)([OH:18])=[O:17]. (6) Given the reactants [F:1][C:2]1[CH:3]=[C:4]([CH:24]=[CH:25][CH:26]=1)[CH:5]=[C:6]1[CH2:12][CH:11]2[N:13](C(OCC3C=CC=CC=3)=O)[CH:8]([CH2:9][CH2:10]2)[CH2:7]1, predict the reaction product. The product is: [F:1][C:2]1[CH:3]=[C:4]([CH:24]=[CH:25][CH:26]=1)[CH2:5][CH:6]1[CH2:12][CH:11]2[NH:13][CH:8]([CH2:9][CH2:10]2)[CH2:7]1. (7) Given the reactants [CH2:1]([N:3]([CH2:16][CH3:17])[C:4]1[N:9]=C(C#N)[CH:7]=[C:6]([C:12]([F:15])([F:14])[F:13])[CH:5]=1)[CH3:2].Cl.[O:19]1[CH2:24][CH2:23]OCC1.[OH-:25].[Na+], predict the reaction product. The product is: [CH2:1]([N:3]([CH2:16][CH3:17])[C:4]1[N:9]=[C:23]([C:24]([OH:19])=[O:25])[CH:7]=[C:6]([C:12]([F:15])([F:14])[F:13])[CH:5]=1)[CH3:2]. (8) Given the reactants C(OC([N:8]1[CH2:13][CH2:12][N:11]([C:14](=[O:34])[C:15]2[CH:20]=[CH:19][C:18]([NH:21][C:22]3[N:26]=[C:25]([NH2:27])[N:24]([C:28]4[CH:33]=[CH:32][CH:31]=[CH:30][N:29]=4)[N:23]=3)=[CH:17][CH:16]=2)[CH2:10][CH2:9]1)=O)(C)(C)C.FC(F)(F)C(O)=O, predict the reaction product. The product is: [NH2:27][C:25]1[N:24]([C:28]2[CH:33]=[CH:32][CH:31]=[CH:30][N:29]=2)[N:23]=[C:22]([NH:21][C:18]2[CH:19]=[CH:20][C:15]([C:14]([N:11]3[CH2:10][CH2:9][NH:8][CH2:13][CH2:12]3)=[O:34])=[CH:16][CH:17]=2)[N:26]=1.